From a dataset of Full USPTO retrosynthesis dataset with 1.9M reactions from patents (1976-2016). Predict the reactants needed to synthesize the given product. (1) Given the product [ClH:23].[CH:1]1([N:4]2[CH2:8][CH2:7][N:6]([C@@H:9]3[CH2:14][CH2:13][CH2:12][NH:11][CH2:10]3)[C:5]2=[O:22])[CH2:3][CH2:2]1, predict the reactants needed to synthesize it. The reactants are: [CH:1]1([N:4]2[CH2:8][CH2:7][N:6]([C@@H:9]3[CH2:14][CH2:13][CH2:12][N:11](C(OC(C)(C)C)=O)[CH2:10]3)[C:5]2=[O:22])[CH2:3][CH2:2]1.[ClH:23]. (2) Given the product [N:39]1[CH:38]=[CH:37][CH:46]=[C:45]([NH:44][C:14](=[O:16])[CH2:13][N:10]2[C:11]3[CH:12]=[CH:4][CH:5]=[CH:6][C:7]=3[C:8]3[CH2:23][CH2:22][NH:21][CH2:20][CH2:19][C:9]2=3)[CH:40]=1, predict the reactants needed to synthesize it. The reactants are: [H-].[Na+].Cl[C:4]1[C:5](Cl)=[CH:6][C:7]2[C:8]3[CH2:23][CH2:22][N:21](C(OC(C)(C)C)=O)[CH2:20][CH2:19][C:9]=3[N:10]([CH2:13][C:14]([O:16]CC)=O)[C:11]=2[CH:12]=1.ClC1C(Cl)=CC2[C:37]3[CH2:46][CH2:45][N:44](C(OC(C)(C)C)=O)CC[C:38]=3[NH:39][C:40]=2C=1.BrCC(OCC)=O. (3) Given the product [CH3:54][O:55][CH2:56][C@@H:57]([O:1][C:2]1[CH:3]=[C:4]([CH:9]=[C:10]([O:12][CH2:13][C:14]2[CH:19]=[CH:18][CH:17]=[CH:16][C:15]=2[CH3:20])[CH:11]=1)[C:5]([O:7][CH3:8])=[O:6])[CH3:58], predict the reactants needed to synthesize it. The reactants are: [OH:1][C:2]1[CH:3]=[C:4]([CH:9]=[C:10]([O:12][CH2:13][C:14]2[CH:19]=[CH:18][CH:17]=[CH:16][C:15]=2[CH3:20])[CH:11]=1)[C:5]([O:7][CH3:8])=[O:6].C1(P(C2C=CC=CC=2)C2C=CC=CC=2)C=CC=CC=1.N(C(OC(C)C)=O)=NC(OC(C)C)=O.[CH3:54][O:55][CH2:56][C@H:57](O)[CH3:58]. (4) The reactants are: [CH3:1][O:2][C:3]1[N:8]=[C:7]([O:9][CH3:10])[C:6]([C:11]2[C:12]([O:21][CH3:22])=[CH:13][C:14]([O:19][CH3:20])=[C:15]([CH:18]=2)[CH:16]=O)=[CH:5][N:4]=1.[C:23]([C:26]1[CH:34]=[CH:33][C:29]([C:30]([OH:32])=[O:31])=[CH:28][CH:27]=1)(=[O:25])[CH3:24]. Given the product [CH3:1][O:2][C:3]1[N:8]=[C:7]([O:9][CH3:10])[C:6]([C:11]2[C:12]([O:21][CH3:22])=[CH:13][C:14]([O:19][CH3:20])=[C:15](/[CH:16]=[CH:24]/[C:23]([C:26]3[CH:34]=[CH:33][C:29]([C:30]([OH:32])=[O:31])=[CH:28][CH:27]=3)=[O:25])[CH:18]=2)=[CH:5][N:4]=1, predict the reactants needed to synthesize it. (5) The reactants are: [NH2:1][C:2]1[CH:3]=[CH:4][C:5]([CH3:22])=[C:6]([NH:8][C:9]2[N:10]=[CH:11][C:12]3[N:17]=[C:16]([NH:18][C:19](=[O:21])[CH3:20])[S:15][C:13]=3[N:14]=2)[CH:7]=1.[F:23][C:24]([F:36])([F:35])[O:25][C:26]1[CH:27]=[C:28]([CH:32]=[CH:33][CH:34]=1)[C:29](O)=[O:30].F[P-](F)(F)(F)(F)F.N1(OC(N(C)C)=[N+](C)C)C2N=CC=CC=2N=N1.C(=O)([O-])O.[Na+]. Given the product [C:19]([NH:18][C:16]1[S:15][C:13]2[N:14]=[C:9]([NH:8][C:6]3[CH:7]=[C:2]([NH:1][C:29](=[O:30])[C:28]4[CH:32]=[CH:33][CH:34]=[C:26]([O:25][C:24]([F:23])([F:35])[F:36])[CH:27]=4)[CH:3]=[CH:4][C:5]=3[CH3:22])[N:10]=[CH:11][C:12]=2[N:17]=1)(=[O:21])[CH3:20], predict the reactants needed to synthesize it. (6) Given the product [Cl:28][C:23]1[CH:22]=[C:21]([NH:20][C:11]2[C:10]3[C:15](=[CH:16][C:17]([O:18][CH3:19])=[C:8]([NH:7][C:5](=[O:6])/[CH:4]=[CH:3]/[CH2:2][N:32]4[CH2:33][CH2:34][S:29][CH:30]5[CH2:38][CH2:37][CH2:36][CH2:35][CH:31]45)[CH:9]=3)[N:14]=[CH:13][N:12]=2)[CH:26]=[CH:25][C:24]=1[F:27], predict the reactants needed to synthesize it. The reactants are: Br[CH2:2]/[CH:3]=[CH:4]/[C:5]([NH:7][C:8]1[CH:9]=[C:10]2[C:15](=[CH:16][C:17]=1[O:18][CH3:19])[N:14]=[CH:13][N:12]=[C:11]2[NH:20][C:21]1[CH:26]=[CH:25][C:24]([F:27])=[C:23]([Cl:28])[CH:22]=1)=[O:6].[S:29]1[CH2:34][CH2:33][NH:32][CH:31]2[CH2:35][CH2:36][CH2:37][CH2:38][CH:30]12.CCN(C(C)C)C(C)C.O.